Dataset: Full USPTO retrosynthesis dataset with 1.9M reactions from patents (1976-2016). Task: Predict the reactants needed to synthesize the given product. (1) Given the product [C:1]12([C:11]([NH:45][CH:46]([C:50]3[CH:60]=[CH:59][C:53]([C:54]([O:56][CH2:57][CH3:58])=[O:55])=[CH:52][CH:51]=3)[CH:47]([CH3:48])[CH3:49])=[O:13])[CH2:2][CH:3]3[CH2:9][CH:7]([CH2:6][CH:5]([CH2:4]3)[CH2:10]1)[CH2:8]2, predict the reactants needed to synthesize it. The reactants are: [C:1]12([C:11]([OH:13])=O)[CH2:10][CH:5]3[CH2:6][CH:7]([CH2:9][CH:3]([CH2:4]3)[CH2:2]1)[CH2:8]2.CN(C(ON1N=NC2C=CC=NC1=2)=[N+](C)C)C.F[P-](F)(F)(F)(F)F.C(N(CC)CC)C.[NH2:45][CH:46]([C:50]1[CH:60]=[CH:59][C:53]([C:54]([O:56][CH2:57][CH3:58])=[O:55])=[CH:52][CH:51]=1)[CH:47]([CH3:49])[CH3:48]. (2) Given the product [Cl:2][C:3]1[C:11]2[C:6](=[CH:7][CH:8]=[C:9]([O:12][CH3:13])[CH:10]=2)[N:5]([C:14]2[CH:27]=[CH:26][C:17]([CH2:18][NH:19][C:20]([C:22]3([NH:25][C:41](=[O:42])[C:40]4[CH:44]=[C:36]([C:35]([F:46])([F:34])[F:45])[CH:37]=[N:38][CH:39]=4)[CH2:23][CH2:24]3)=[O:21])=[CH:16][CH:15]=2)[C:4]=1[C:28]1[O:32][N:31]=[C:30]([CH3:33])[N:29]=1, predict the reactants needed to synthesize it. The reactants are: Cl.[Cl:2][C:3]1[C:11]2[C:6](=[CH:7][CH:8]=[C:9]([O:12][CH3:13])[CH:10]=2)[N:5]([C:14]2[CH:27]=[CH:26][C:17]([CH2:18][NH:19][C:20]([C:22]3([NH2:25])[CH2:24][CH2:23]3)=[O:21])=[CH:16][CH:15]=2)[C:4]=1[C:28]1[O:32][N:31]=[C:30]([CH3:33])[N:29]=1.[F:34][C:35]([F:46])([F:45])[C:36]1[CH:37]=[N:38][CH:39]=[C:40]([CH:44]=1)[C:41](O)=[O:42]. (3) Given the product [OH:15][C:16]1[N:6]2[N:5]=[CH:4][C:3]([CH2:7][CH2:8][CH2:9][CH2:10][C:11]#[N:12])=[C:2]2[N:1]=[C:19]([SH:20])[N:18]=1, predict the reactants needed to synthesize it. The reactants are: [NH2:1][C:2]1[NH:6][N:5]=[CH:4][C:3]=1[CH2:7][CH2:8][CH2:9][CH2:10][C:11]#[N:12].C([O:15][C:16]([N:18]=[C:19]=[S:20])=O)C.[OH-].[NH4+].